This data is from Experimentally validated miRNA-target interactions with 360,000+ pairs, plus equal number of negative samples. The task is: Binary Classification. Given a miRNA mature sequence and a target amino acid sequence, predict their likelihood of interaction. (1) The miRNA is mmu-miR-130b-3p with sequence CAGUGCAAUGAUGAAAGGGCAU. The protein sequence of the target gene is MACLHETRTPSPSFGGFVSTLSEASMRKLDPDTSDCTPEKDLTPTQCVLRDVVPLGGQGGGGPSPSPGGEPPPEPFANSVLQLHEQDTGGPGGATGSPESRASRVRADEVRLQCQSGSGFLEGLFGCLRPVWTMIGKAYSTEHKQQQEDLWEVPFEEILDLQWVGSGAQGAVFLGRFHGEEVAVKKVRDLKETDIKHLRKLKHPNIITFKGVCTQAPCYCILMEFCAQGQLYEVLRAGRPVTPSLLVDWSMGIAGGMNYLHLHKIIHRDLKSPNMLITYDDVVKISDFGTSKELSDKSTK.... Result: 1 (interaction). (2) The miRNA is hsa-miR-6879-3p with sequence UGUCACCCGCUCCUUGCCCAG. The protein sequence of the target gene is MAAAAAEEGMEPRALQYEQTLMYGRYTQDLGAFAKEEAARIRLGGPEPWKGPPSSRAAPELLEYGRSRCARCRVCSVRCHKFLVSRVGEDWIFLVLLGLLMALVSWVMDYAIAACLQAQQWMSRGLNTSILLQYLAWVTYPVVLITFSAGFTQILAPQAVGSGIPEMKTILRGVVLKEYLTLKTFIAKVIGLTCALGSGMPLGKEGPFVHIASMCAALLSKFLSLFGGIYENESRNTEMLAAACAVGVGCCFAAPIGGVLFSIEVTSTFFAVRNYWRGFFAATFSAFIFRVLAVWNRDEE.... Result: 0 (no interaction). (3) The miRNA is gga-miR-23b-5p with sequence GGGUUCCUGGCAUGAUGAUUU. The protein sequence of the target gene is MTLPGGPTGMARPGGARPCSPGLERAPRRSVGELRLLFEARCAAVAAAAAAGEPRARGAKRRGGQVPNGLPRAPPAPVIPQLTVTAEEPDVPPTSPGPPERERDCLPAAGSSHLQQPRRLSTSSVSSTGSSSLLEDSEDDLLSDSESRSRGNVQLEAGEDVGQKNHWQKIRTMVNLPVISPFKKRYAWVQLAGHTGSFKAAGTSGLILKRCSEPERYCLARLMADALRGCVPAFHGVVERDGESYLQLQDLLDGFDGPCVLDCKMGVRTYLEEELTKARERPKLRKDMYKKMLAVDPEAP.... Result: 0 (no interaction). (4) The miRNA is hsa-miR-6853-5p with sequence AGCGUGGGAUGUCCAUGAAGUCAG. The protein sequence of the target gene is MAGKENNFPPLPPFLPLKPCFYQDFSDEIPVEHQVLVKRIYRLWMFYCATLGVNLVACLAWWIAGGAGANFGLALLWLVLFTPCSYVCWFRPAYKAFRADSSFNFMTFFFIFGAQFVLTVIQAIGFSGWGACGWLAAVGFFGTSVGAAVVMLVPAILFSLSALVMAVTIVKVHRIYRGAGGSLQKAQTEWSAGTWRNPPSREAQFNSFSGNSLPEYPTVPSYSSSGGHWP. Result: 0 (no interaction). (5) The miRNA is hsa-miR-633 with sequence CUAAUAGUAUCUACCACAAUAAA. The protein sequence of the target gene is MSDCCSAPGISWEAGVGRPAVPGLELQIRRGAMSEETVSESQFSLKTAALRVFDLPLTWYYSLSQIKFSPVAKKLFVVTAVSAISVIFLAHHFKRKRGKKKGKILPWEPEHLILEYTKRAASDKGSSCSSSRQNLTLSLSSTKDKGSQVCNYANGGLFSKYSGSAQSLASVQSVNSCHSCACGNSNSWDKADEDDIKLVNIPVTTPENLYLMGMELFEEALRRWEQALTFRNRQAEDEACGSIKLGAGDAIAEENVDDIISTEFIHKLEALLQRAYRLQEEFEATLGASDPNSLADDIDK.... Result: 1 (interaction). (6) The miRNA is hsa-miR-4322 with sequence CUGUGGGCUCAGCGCGUGGGG. The protein sequence of the target gene is MAPSHPAFQFWIHLYLWCLLLMPAVLAQQGSHTHAEDRLFKHLFGGYNRWARPVPNTSDVVIVRFGLSIAQLIDVDEKNQMMTTNVWLKQEWNDYKLRWDPAEFGNITSLRVPSEMIWIPDIVLYNNADGEFAVTHMTKAHLFFTGTVHWVPPAIYKSSCSIDVTFFPFDQQNCKMKFGSWTYDKAKIDLEQMERTVDLKDYWESGEWAIINATGTYNSKKYDCCAEIYPDVTYYFVIRRLPLFYTINLIIPCLLISCLTVLVFYLPSECGEKITLCISVLLSLTVFLLLITEIIPSTSL.... Result: 0 (no interaction).